From a dataset of Forward reaction prediction with 1.9M reactions from USPTO patents (1976-2016). Predict the product of the given reaction. (1) Given the reactants [F:1][C:2]([F:15])([F:14])[C:3]1[CH:4]=[C:5]([CH:7]=[C:8]([C:10]([F:13])([F:12])[F:11])[CH:9]=1)[NH2:6].C[O:17][CH:18]1[CH:22]([CH:23]=O)[CH2:21][CH:20](OC)O1, predict the reaction product. The product is: [F:1][C:2]([F:14])([F:15])[C:3]1[CH:4]=[C:5]([N:6]2[CH:20]=[CH:21][C:22]([CH:18]=[O:17])=[CH:23]2)[CH:7]=[C:8]([C:10]([F:11])([F:12])[F:13])[CH:9]=1. (2) Given the reactants [F-].[Cs+].[Cl:3][C:4]1[C:9]([CH:10]=[O:11])=[C:8]([F:12])[C:7]([Si](C)(C)C)=[C:6]([F:17])[CH:5]=1, predict the reaction product. The product is: [Cl:3][C:4]1[CH:5]=[C:6]([F:17])[CH:7]=[C:8]([F:12])[C:9]=1[CH:10]=[O:11]. (3) Given the reactants [CH3:1][N:2]1[CH:6]=[C:5](B2OC(C)(C)C(C)(C)O2)[CH:4]=[N:3]1.C(=O)([O-])[O-].[K+].[K+].Br[C:23]1[CH:24]=[CH:25][C:26]([NH2:31])=[N:27][C:28]=1[O:29][CH3:30].O, predict the reaction product. The product is: [CH3:30][O:29][C:28]1[N:27]=[C:26]([NH2:31])[CH:25]=[CH:24][C:23]=1[C:5]1[CH:4]=[N:3][N:2]([CH3:1])[CH:6]=1. (4) The product is: [F:25][C:24]([F:26])([F:27])[C:23]([C:20]1[CH:19]=[CH:18][C:17]([C:4]2[C:5]([OH:15])=[CH:6][CH:7]=[C:8]([CH2:9][CH2:10][CH2:11][CH2:12][CH2:13][CH3:14])[C:3]=2[O:2][CH3:1])=[CH:22][CH:21]=1)=[O:28]. Given the reactants [CH3:1][O:2][C:3]1[C:8]([CH2:9][CH2:10][CH2:11][CH2:12][CH2:13][CH3:14])=[CH:7][CH:6]=[C:5]([O:15]C)[C:4]=1[C:17]1[CH:22]=[CH:21][C:20]([C:23](=[O:28])[C:24]([F:27])([F:26])[F:25])=[CH:19][CH:18]=1.B(Cl)(Cl)Cl, predict the reaction product. (5) Given the reactants [NH:1]1[CH2:6][CH2:5][C:4](=[O:7])[CH2:3][CH2:2]1.Cl[CH2:9][CH2:10][CH2:11][OH:12], predict the reaction product. The product is: [OH:12][CH2:11][CH2:10][CH2:9][N:1]1[CH2:6][CH2:5][C:4](=[O:7])[CH2:3][CH2:2]1. (6) Given the reactants [CH2:1]([O:3][C:4]([C:6]1[C:7](OS(C(F)(F)F)(=O)=O)=[N:8][C:9]2[C:14]([C:15]=1[CH2:16][C:17]1[CH:22]=[CH:21][CH:20]=[CH:19][C:18]=1[Cl:23])=[CH:13][C:12]([Cl:24])=[CH:11][CH:10]=2)=[O:5])[CH3:2].[NH:33]1[CH2:37][CH2:36][CH2:35][CH2:34]1, predict the reaction product. The product is: [CH2:1]([O:3][C:4]([C:6]1[C:7]([N:33]2[CH2:37][CH2:36][CH2:35][CH2:34]2)=[N:8][C:9]2[C:14]([C:15]=1[CH2:16][C:17]1[CH:22]=[CH:21][CH:20]=[CH:19][C:18]=1[Cl:23])=[CH:13][C:12]([Cl:24])=[CH:11][CH:10]=2)=[O:5])[CH3:2]. (7) Given the reactants [CH3:1][O:2][C:3]1[CH:8]=[CH:7][C:6]([NH:9][C:10](=O)[O:11]CC)=[CH:5][CH:4]=1.[NH2:15][C:16]([C:23]([F:26])([F:25])[F:24])=[CH:17][C:18]([O:20]CC)=O.[C:27](=O)([O-])[O-].[K+].[K+].CI, predict the reaction product. The product is: [CH3:27][N:15]1[C:16]([C:23]([F:24])([F:25])[F:26])=[CH:17][C:18](=[O:20])[N:9]([C:6]2[CH:7]=[CH:8][C:3]([O:2][CH3:1])=[CH:4][CH:5]=2)[C:10]1=[O:11].